This data is from Rat liver microsome stability data. The task is: Regression/Classification. Given a drug SMILES string, predict its absorption, distribution, metabolism, or excretion properties. Task type varies by dataset: regression for continuous measurements (e.g., permeability, clearance, half-life) or binary classification for categorical outcomes (e.g., BBB penetration, CYP inhibition). Dataset: rlm. (1) The drug is CCOCCCN1C(=O)C(C)(c2cc(F)cc(F)c2)Oc2ccc(-c3c(N)nc(N)nc3CC)cc21. The result is 1 (stable in rat liver microsomes). (2) The compound is CCN1CCN(CCC=Cc2cc3ncc(C#N)c(Nc4cc(OC)c(Cl)cc4Cl)c3cc2OC)CC1. The result is 1 (stable in rat liver microsomes). (3) The result is 1 (stable in rat liver microsomes). The compound is CNC(=O)[C@@H](NC(=O)c1ccc(-c2ccc(CSc3nc(O)c4cc(F)ccc4n3)c(F)c2)o1)C(C)C. (4) The compound is COc1ccc(-c2cnc(N3CC(N)C(c4ccc(Cl)cc4Cl)C3)nc2)cc1. The result is 0 (unstable in rat liver microsomes). (5) The compound is O=C(O)CCC(=O)N1CCc2cc(-c3noc(-c4cc(C(F)(F)F)cc(C(F)(F)F)c4)n3)ccc21. The result is 0 (unstable in rat liver microsomes). (6) The drug is CN1CCN(c2cccc(Nc3nc4c(-c5ccc(S(C)(=O)=O)cc5)cccn4n3)c2)CC1. The result is 1 (stable in rat liver microsomes).